Task: Predict the reaction yield, written as a fraction of the theoretical maximum amount of product (1.0 means a 100% yield; for example, 0.34 means a 34% yield).. Dataset: Reaction yield outcomes from USPTO patents with 853,638 reactions (1) The reactants are [C:1]([C:5]1[O:9][N:8]=[C:7]([NH:10][CH3:11])[CH:6]=1)([CH3:4])([CH3:3])[CH3:2].[Cl:12][C:13]1[N:18]=[CH:17][C:16]([C:19]#[C:20][C:21]2[CH:22]=[C:23]([NH:27][C:28](=[O:36])OC3C=CC=CC=3)[CH:24]=[CH:25][CH:26]=2)=[CH:15][N:14]=1. The catalyst is C1COCC1.C(N(CC)CC)C. The product is [C:1]([C:5]1[O:9][N:8]=[C:7]([N:10]([CH3:11])[C:28]([NH:27][C:23]2[CH:24]=[CH:25][CH:26]=[C:21]([C:20]#[C:19][C:16]3[CH:17]=[N:18][C:13]([Cl:12])=[N:14][CH:15]=3)[CH:22]=2)=[O:36])[CH:6]=1)([CH3:4])([CH3:2])[CH3:3]. The yield is 0.420. (2) The reactants are [Si:1]([O:8][CH2:9][C@H:10]1[NH:14][C:13](=[O:15])[CH2:12][CH2:11]1)([C:4]([CH3:7])([CH3:6])[CH3:5])([CH3:3])[CH3:2].[H-].[Na+].[CH3:18]I.[NH4+].[Cl-]. The catalyst is C1COCC1. The product is [Si:1]([O:8][CH2:9][C@H:10]1[N:14]([CH3:18])[C:13](=[O:15])[CH2:12][CH2:11]1)([C:4]([CH3:7])([CH3:6])[CH3:5])([CH3:3])[CH3:2]. The yield is 0.979.